This data is from Peptide-MHC class II binding affinity with 134,281 pairs from IEDB. The task is: Regression. Given a peptide amino acid sequence and an MHC pseudo amino acid sequence, predict their binding affinity value. This is MHC class II binding data. (1) The MHC is HLA-DQA10102-DQB10602 with pseudo-sequence HLA-DQA10102-DQB10602. The peptide sequence is IHGWFAVDFTAAELV. The binding affinity (normalized) is 0.689. (2) The peptide sequence is ELQHIILNASYITPY. The binding affinity (normalized) is 0.509. The MHC is DRB1_1101 with pseudo-sequence DRB1_1101. (3) The peptide sequence is VSATLEQDKCVTVMA. The MHC is DRB1_0405 with pseudo-sequence DRB1_0405. The binding affinity (normalized) is 0.0882. (4) The peptide sequence is FLKQVYFESFVREFV. The MHC is DRB1_0101 with pseudo-sequence DRB1_0101. The binding affinity (normalized) is 0.0843.